From a dataset of Reaction yield outcomes from USPTO patents with 853,638 reactions. Predict the reaction yield, written as a fraction of the theoretical maximum amount of product (1.0 means a 100% yield; for example, 0.34 means a 34% yield). (1) The reactants are Br[C:2]1[C:10]2[C:5](=[N:6][CH:7]=[N:8][C:9]=2[O:11][C:12]2[CH:17]=[CH:16][C:15]([O:18][C:19]3[CH:24]=[CH:23][CH:22]=[CH:21][CH:20]=3)=[CH:14][CH:13]=2)[NH:4][N:3]=1.[NH2:25][C@@H:26]1[CH2:30][CH2:29][N:28]([C:31]([O:33][C:34]([CH3:37])([CH3:36])[CH3:35])=[O:32])[CH2:27]1.CC(C)([O-])C.[Na+]. The catalyst is CC(P(C(C)(C)C)[C-]1C=CC=C1)(C)C.C1C=CC([C-]2C(C3C=CC=CC=3)=C(C3C=CC=CC=3)C(C3C=CC=CC=3)=C2C2C=CC=CC=2)=CC=1.[Fe+2].C1C=CC(/C=C/C(/C=C/C2C=CC=CC=2)=O)=CC=1.C1C=CC(/C=C/C(/C=C/C2C=CC=CC=2)=O)=CC=1.[Pd].C1(C)C=CC=CC=1. The product is [O:18]([C:15]1[CH:16]=[CH:17][C:12]([O:11][C:9]2[N:8]=[CH:7][N:6]=[C:5]3[NH:4][N:3]=[C:2]([NH:25][C@@H:26]4[CH2:30][CH2:29][N:28]([C:31]([O:33][C:34]([CH3:37])([CH3:36])[CH3:35])=[O:32])[CH2:27]4)[C:10]=23)=[CH:13][CH:14]=1)[C:19]1[CH:20]=[CH:21][CH:22]=[CH:23][CH:24]=1. The yield is 0.350. (2) The reactants are [C:1]([O:4][CH2:5][O:6][C:7]1[C:8]([C:15]([NH:17][C@H:18]2[CH2:26][O:25][C:24](=[O:27])[C@H:23]([CH2:28][C:29]3[CH:34]=[CH:33][CH:32]=[CH:31][CH:30]=3)[C@@H:22]([OH:35])[C@H:21]([CH3:36])[O:20][C:19]2=[O:37])=[O:16])=[N:9][CH:10]=[CH:11][C:12]=1[O:13][CH3:14])(=[O:3])[CH3:2]. The catalyst is C1C=CC(P(C2C=CC=CC=2)[C-]2C=CC=C2)=CC=1.C1C=CC(P(C2C=CC=CC=2)[C-]2C=CC=C2)=CC=1.[Fe+2].C1C=CC(/C=C/C(/C=C/C2C=CC=CC=2)=O)=CC=1.C1C=CC(/C=C/C(/C=C/C2C=CC=CC=2)=O)=CC=1.C1C=CC(/C=C/C(/C=C/C2C=CC=CC=2)=O)=CC=1.[Pd].[Pd]. The product is [C:1]([O:4][CH2:5][O:6][C:7]1[C:8]([C:15]([NH:17][C@H:18]2[CH2:26][O:25][C:24](=[O:27])[C@H:23]([CH2:28][C:29]3[CH:30]=[CH:31][CH:32]=[CH:33][CH:34]=3)[C@@H:22]([O:35][CH2:24][C:23]([CH3:28])=[CH2:22])[C@H:21]([CH3:36])[O:20][C:19]2=[O:37])=[O:16])=[N:9][CH:10]=[CH:11][C:12]=1[O:13][CH3:14])(=[O:3])[CH3:2]. The yield is 0.400.